From a dataset of Forward reaction prediction with 1.9M reactions from USPTO patents (1976-2016). Predict the product of the given reaction. (1) The product is: [CH2:19]([Si:11]([CH2:9][CH3:10])([CH2:17][CH3:18])[C:12]1[NH:8][C:3]2=[N:4][CH:5]=[CH:6][CH:7]=[C:2]2[C:13]=1[CH2:14][CH2:15][OH:16])[CH3:20]. Given the reactants I[C:2]1[C:3]([NH2:8])=[N:4][CH:5]=[CH:6][CH:7]=1.[CH2:9]([Si:11]([CH2:19][CH3:20])([CH2:17][CH3:18])[C:12]#[C:13][CH2:14][CH2:15][OH:16])[CH3:10].[Cl-].[Li+].C(=O)([O-])[O-].[Na+].[Na+], predict the reaction product. (2) Given the reactants Cl[C:2](OC(Cl)(Cl)Cl)=[O:3].[Cl:9][C:10]1[CH:15]=[C:14]([C:16]([F:19])([F:18])[F:17])[CH:13]=[C:12]([Cl:20])[C:11]=1[O:21][C:22]1[CH:26]=[C:25]([CH3:27])[NH:24][N:23]=1.[CH2:28]([NH2:34])[CH:29]1[O:33][CH2:32][CH2:31][CH2:30]1.C(N(CC)CC)C, predict the reaction product. The product is: [CH2:28]([NH:34][C:2]([N:24]1[C:25]([CH3:27])=[CH:26][C:22]([O:21][C:11]2[C:10]([Cl:9])=[CH:15][C:14]([C:16]([F:19])([F:17])[F:18])=[CH:13][C:12]=2[Cl:20])=[N:23]1)=[O:3])[CH:29]1[O:33][CH2:32][CH2:31][CH2:30]1. (3) Given the reactants [CH3:1][O:2][C:3](=[O:13])[C:4]([CH3:12])([C:6]1[CH:11]=[CH:10][CH:9]=[CH:8][CH:7]=1)[CH3:5].Cl[CH:15]([O:17]C)Cl.Cl, predict the reaction product. The product is: [CH3:1][O:2][C:3](=[O:13])[C:4]([C:6]1[CH:7]=[CH:8][C:9]([CH:15]=[O:17])=[CH:10][CH:11]=1)([CH3:5])[CH3:12]. (4) Given the reactants ClC1C(F)=C(C=CC=1)CN1C2=CN=C(C(OCC)=O)C=C2C=C1.N1C2=CN=C(C(OCC)=O)C=C2C=C1.ClC1C(F)=C(C=CC=1)CBr.ClC1C(F)=C(C(F)=CC=1)CN1C2=CN=C(C(O)=O)C=C2C=C1.[Cl:70][C:71]1[C:72]([F:92])=[C:73]([C:88](F)=[CH:89][CH:90]=1)[CH2:74][N:75]1[C:79]2=[CH:80][N:81]=[C:82]([C:84]([NH:86][OH:87])=[O:85])[CH:83]=[C:78]2[CH:77]=[CH:76]1.ClC1C(F)=C(C=CC=1)CN1C2=CN=C(C(O)=O)C=C2C=C1.Cl.NO, predict the reaction product. The product is: [Cl:70][C:71]1[C:72]([F:92])=[C:73]([CH:88]=[CH:89][CH:90]=1)[CH2:74][N:75]1[C:79]2=[CH:80][N:81]=[C:82]([C:84]([NH:86][OH:87])=[O:85])[CH:83]=[C:78]2[CH:77]=[CH:76]1.